From a dataset of Peptide-MHC class II binding affinity with 134,281 pairs from IEDB. Regression. Given a peptide amino acid sequence and an MHC pseudo amino acid sequence, predict their binding affinity value. This is MHC class II binding data. (1) The peptide sequence is RNPRGSYQIAVVGLK. The MHC is DRB1_1101 with pseudo-sequence DRB1_1101. The binding affinity (normalized) is 0.266. (2) The peptide sequence is PLYKLVHVFINTQYA. The MHC is HLA-DPA10301-DPB10402 with pseudo-sequence HLA-DPA10301-DPB10402. The binding affinity (normalized) is 0.889. (3) The peptide sequence is GELQIVDYIDAAFKI. The MHC is DRB5_0101 with pseudo-sequence DRB5_0101. The binding affinity (normalized) is 0.747. (4) The peptide sequence is MISVLGPISGHVLKA. The MHC is DRB1_0101 with pseudo-sequence DRB1_0101. The binding affinity (normalized) is 0.711. (5) The peptide sequence is KLDLTILGLAAEWVL. The MHC is DRB1_0101 with pseudo-sequence DRB1_0101. The binding affinity (normalized) is 0.939. (6) The peptide sequence is MSAGESKHGLTNTASHTR. The MHC is DRB4_0101 with pseudo-sequence DRB4_0103. The binding affinity (normalized) is 0. (7) The peptide sequence is LRLSSLMPCQAPRKS. The MHC is DRB3_0101 with pseudo-sequence DRB3_0101. The binding affinity (normalized) is 0.264. (8) The peptide sequence is TPVNIIGRNLLTQIG. The MHC is H-2-IAd with pseudo-sequence H-2-IAd. The binding affinity (normalized) is 0.507. (9) The peptide sequence is GELQIVDKTDAAFKI. The MHC is DRB1_0401 with pseudo-sequence DRB1_0401. The binding affinity (normalized) is 0.556.